From a dataset of Forward reaction prediction with 1.9M reactions from USPTO patents (1976-2016). Predict the product of the given reaction. (1) Given the reactants [Cl-].[Mg+2:2].[Cl-].[OH-].[Na+].[P:6](=[O:10])([OH:9])([OH:8])[OH:7], predict the reaction product. The product is: [P:6]([O-:10])([O-:9])([O-:8])=[O:7].[Mg+2:2].[Mg+2:2].[Mg+2:2].[P:6]([O-:10])([O-:9])([O-:8])=[O:7]. (2) Given the reactants [CH2:1]([S:8][C:9]1[C:18]([N+:19]([O-])=O)=[CH:17][CH:16]=[CH:15][C:10]=1[C:11]([O:13][CH3:14])=[O:12])[C:2]1[CH:7]=[CH:6][CH:5]=[CH:4][CH:3]=1, predict the reaction product. The product is: [NH2:19][C:18]1[C:9]([S:8][CH2:1][C:2]2[CH:7]=[CH:6][CH:5]=[CH:4][CH:3]=2)=[C:10]([CH:15]=[CH:16][CH:17]=1)[C:11]([O:13][CH3:14])=[O:12]. (3) Given the reactants [CH2:1]([O:8][C:9]1[C:10]([CH2:17][N:18]([CH2:26][C:27]2[CH:32]=[C:31]([C:33](OC)=[O:34])[CH:30]=[C:29]([CH2:37][O:38][Si:39]([C:42]([CH3:45])([CH3:44])[CH3:43])([CH3:41])[CH3:40])[N:28]=2)[C:19]([O:21][C:22]([CH3:25])([CH3:24])[CH3:23])=[O:20])=[N:11][C:12]([O:15][CH3:16])=[CH:13][CH:14]=1)[C:2]1[CH:7]=[CH:6][CH:5]=[CH:4][CH:3]=1.[BH4-].[Na+], predict the reaction product. The product is: [CH2:1]([O:8][C:9]1[C:10]([CH2:17][N:18]([CH2:26][C:27]2[CH:32]=[C:31]([CH2:33][OH:34])[CH:30]=[C:29]([CH2:37][O:38][Si:39]([C:42]([CH3:45])([CH3:44])[CH3:43])([CH3:41])[CH3:40])[N:28]=2)[C:19](=[O:20])[O:21][C:22]([CH3:25])([CH3:24])[CH3:23])=[N:11][C:12]([O:15][CH3:16])=[CH:13][CH:14]=1)[C:2]1[CH:7]=[CH:6][CH:5]=[CH:4][CH:3]=1. (4) Given the reactants [NH2:1][C:2]1[C:3]([Cl:19])=[N:4][CH:5]=[CH:6][C:7]=1[NH:8][CH2:9][CH2:10][NH:11][C:12](=[O:18])[O:13][C:14]([CH3:17])([CH3:16])[CH3:15].[OH-].[K+].[C:22](=S)=[S:23].CC(O)=O, predict the reaction product. The product is: [Cl:19][C:3]1[C:2]2[NH:1][C:22](=[S:23])[N:8]([CH2:9][CH2:10][NH:11][C:12](=[O:18])[O:13][C:14]([CH3:15])([CH3:16])[CH3:17])[C:7]=2[CH:6]=[CH:5][N:4]=1. (5) Given the reactants [CH3:1][C:2]([CH2:4][CH2:5][CH2:6][CH2:7][N:8]1[C:18](=[O:19])[N:17]([CH3:20])[C:12]2[N:13]=[CH:14][N:15]([CH3:16])[C:11]=2[C:9]1=[O:10])=[O:3].C(Cl)Cl.[BH4-].[Na+], predict the reaction product. The product is: [OH:3][CH:2]([CH3:1])[CH2:4][CH2:5][CH2:6][CH2:7][N:8]1[C:9](=[O:10])[C:11]2[N:15]([CH3:16])[CH:14]=[N:13][C:12]=2[N:17]([CH3:20])[C:18]1=[O:19]. (6) Given the reactants FC(F)(F)C(O)=O.[CH3:8][O:9][C:10]1[NH:11][C:12]2[C:17]([N:18]=1)=[C:16]([NH2:19])[N:15]=[C:14]([NH:20][CH2:21][CH2:22][CH2:23][CH2:24][CH3:25])[N:13]=2.C(=O)([O-])[O-].[K+].[K+].Br[CH2:33][CH:34]1[CH2:39][CH2:38][O:37][CH2:36][CH2:35]1, predict the reaction product. The product is: [CH3:8][O:9][C:10]1[N:11]([CH2:33][CH:34]2[CH2:39][CH2:38][O:37][CH2:36][CH2:35]2)[C:12]2[C:17]([N:18]=1)=[C:16]([NH2:19])[N:15]=[C:14]([NH:20][CH2:21][CH2:22][CH2:23][CH2:24][CH3:25])[N:13]=2. (7) The product is: [CH2:34]([O:36][C:37](=[O:43])[CH2:38][CH2:39][CH2:40][CH2:41][O:22][C:20]1[CH:19]=[C:18]([O:23][C:24]2[CH:29]=[CH:28][C:27]([C:30]#[N:31])=[CH:26][CH:25]=2)[CH:17]=[C:16]([C:15](=[O:32])[NH:14][CH:11]2[CH2:12][CH2:13][CH:8]([NH:7][C:6]([O:5][C:1]([CH3:4])([CH3:2])[CH3:3])=[O:33])[CH2:9][CH2:10]2)[CH:21]=1)[CH3:35]. Given the reactants [C:1]([O:5][C:6](=[O:33])[NH:7][CH:8]1[CH2:13][CH2:12][CH:11]([NH:14][C:15](=[O:32])[C:16]2[CH:21]=[C:20]([OH:22])[CH:19]=[C:18]([O:23][C:24]3[CH:29]=[CH:28][C:27]([C:30]#[N:31])=[CH:26][CH:25]=3)[CH:17]=2)[CH2:10][CH2:9]1)([CH3:4])([CH3:3])[CH3:2].[CH2:34]([O:36][C:37](=[O:43])[CH2:38][CH2:39][CH2:40][CH2:41]Br)[CH3:35], predict the reaction product.